Task: Binary Classification. Given a miRNA mature sequence and a target amino acid sequence, predict their likelihood of interaction.. Dataset: Experimentally validated miRNA-target interactions with 360,000+ pairs, plus equal number of negative samples (1) The miRNA is mmu-miR-1258-5p with sequence UGCUGAGCUAAUUCCCUAACUG. The protein sequence of the target gene is MTTLTHRARRTEISKNSEKKMESEEDSNWEKSPDNEDSGDSKDIRLTLMEEVLLLGLKDKEGYTSFWNDCISSGLRGGILIELAMRGRIYLEPPTMRKKRLLDRKVLLKSDSPTGDVLLDETLKHIKATEPTETVQTWIELLTGETWNPFKLQYQLRNVRERIAKNLVEKGILTTEKQNFLLFDMTTHPVTNTTEKQRLVKKLQDSVLERWVNDPQRMDKRTLALLVLAHSSDVLENVFSSLTDDKYDVAMNRAKDLVELDPEVEGTKPSATEMIWAVLAAFNKS. Result: 0 (no interaction). (2) The miRNA is mmu-miR-297c-3p with sequence UAUACAUACACACAUACCCAUA. The protein sequence of the target gene is MASPPACPSEEDESLKGCELYVQLHGIQQVLKDCIVHLCISKPERPMKFLREHFEKLEKEENRQILARQKSNSQSDSHDEEVSPTPPNPVVKARRRRGGVSAEVYTEEDAVSYVRKVIPKDYKTMTALAKAISKNVLFAHLDDNERSDIFDAMFPVTHIAGETVIQQGNEGDNFYVVDQGEVDVYVNGEWVTNISEGGSFGELALIYGTPRAATVKAKTDLKLWGIDRDSYRRILMGSTLRKRKMYEEFLSKVSILESLEKWERLTVADALEPVQFEDGEKIVVQGEPGDDFYIITEGTA.... Result: 0 (no interaction). (3) The miRNA is hsa-miR-6835-3p with sequence AAAAGCACUUUUCUGUCUCCCAG. The protein sequence of the target gene is MTSFQEVQLQTSNFAHVIFQNVAKSYLPNAHLECHYTLTPYIHPHSKDWVGIFKVGWSTARDYYTFLWSPMPEHYVEGSTVNCVLAFQGYYLPNDDGEFYQFCYVTHKGEIRGASTPFQFRAASPVEELLTMEDEGNSDMLVVTTKAGLLELKIEKTLKEKEELLKLIAVLEKETAQLREQVGRMERELSQEKGRCEQLQAEQKGLLEVSQSLRVENEEFMKRYSDATAKVQQLEEDIVSVTHKAIEKETDLDSLKDKLRKAQHEREQLECQLQTEKDEKELYKVHLKNTEIENTKLVSE.... Result: 0 (no interaction). (4) The miRNA is hsa-miR-1303 with sequence UUUAGAGACGGGGUCUUGCUCU. Result: 0 (no interaction). The protein sequence of the target gene is MKAEGGDHSMINLSVQQVLSLWAHGTVLRNLTEMWYWIFLWALFSSLFVHGAAGVLMFVMLQRHRQGRVISVIAVSIGFLASVTGAMITSAAVAGIYRVAGKNMAPLEALVWGVGQTVLTLIISFSRILATL. (5) The miRNA is hsa-miR-548am-5p with sequence AAAAGUAAUUGCGGUUUUUGCC. The protein sequence of the target gene is MTWSATARGAHQPDNTAFTQQRLPAWQPLLSASIALPLFFCAGLAFIGLGLGLYYSSNGIKELEYDYTGDPGTGNCSVCAAAGQGRALPPPCSCAWYFSLPELFQGPVYLYYELTNFYQNNRRYGVSRDDAQLSGLPSALRHPVNECAPYQRSAAGLPIAPCGAIANSLFNDSFSLWHQRQPGGPYVEVPLDRSGIAWWTDYHVKFRNPPLVNGSLALAFQGTAPPPNWRRPVYELSPDPNNTGFINQDFVVWMRTAALPTFRKLYARIRQGNYSAGLPRGAYRVNITYNYPVRAFGGHK.... Result: 1 (interaction). (6) The miRNA is hsa-miR-921 with sequence CUAGUGAGGGACAGAACCAGGAUUC. The protein sequence of the target gene is MAAAAVVVPAEWIKNWEKSGRGEFLHLCRILSENKSHDSSTYRDFQQALYELSYHVIKGNLKHEQASNVLSDISEFREDMPSILADVFCILDIETNCLEEKSKRDYFTQLVLACLYLVSDTVLKERLDPETLESLGLIKQSQQFNQKSVKIKTKLFYKQQKFNLLREENEGYAKLIAELGQDLSGSITSDLILENIKSLIGCFNLDPNRVLDVILEVFECRPEHDDFFISLLESYMSMCEPQTLCHILGFKFKFYQEPNGETPSSLYRVAAVLLQFNLIDLDDLYVHLLPADNCIMDEHK.... Result: 1 (interaction). (7) The miRNA is mmu-miR-297a-5p with sequence AUGUAUGUGUGCAUGUGCAUGU. The protein sequence of the target gene is MAAPAEAEVAAAPGLTEAAEAAELTRALSRLLPGLETESKLGRRRALEALEQVLEEAVRPGADSAAFQGPWARLLLPRLLRLLSDPAEGCRALAAHLLDLGLRRAARPRDALPRLLPALSARLARPELARPPPEPCEELRLALVQLLHLAVDLGGAALAPHLDDAVRALRAALLDPFAAVRREGCECAAALARATPEHFHMQSESLIGPLMQTISHQHWKVRVAVIEATGTVIQFGSGNSVDDVLSHFAQRLFDDVPQVRQAVTSVVGGWLLNLRDRYSFLHKLTPLLLSSFSDEMPEIR.... Result: 1 (interaction).